From a dataset of Forward reaction prediction with 1.9M reactions from USPTO patents (1976-2016). Predict the product of the given reaction. (1) Given the reactants [NH2:1][C:2]1[C:7]([C:8]#[N:9])=[C:6]([C:10]2[CH:11]=[C:12]([NH:16][C:17](=[O:26])[CH2:18][CH2:19][N:20]3[CH2:25][CH2:24][CH2:23][CH2:22][CH2:21]3)[CH:13]=[CH:14][CH:15]=2)[CH:5]=[C:4]([C:27]2[CH:32]=[CH:31][CH:30]=[CH:29][C:28]=2[O:33][Si](C(C)(C)C)(C)C)[N:3]=1.[ClH:41], predict the reaction product. The product is: [ClH:41].[NH2:1][C:2]1[C:7]([C:8]#[N:9])=[C:6]([C:10]2[CH:11]=[C:12]([NH:16][C:17](=[O:26])[CH2:18][CH2:19][N:20]3[CH2:25][CH2:24][CH2:23][CH2:22][CH2:21]3)[CH:13]=[CH:14][CH:15]=2)[CH:5]=[C:4]([C:27]2[CH:32]=[CH:31][CH:30]=[CH:29][C:28]=2[OH:33])[N:3]=1. (2) Given the reactants [Cl-].[Ce+3].[Cl-].[Cl-].C[Mg]Br.[CH3:8]COCC.[NH2:13][C:14]1[N:19]=[C:18]([CH3:20])[N:17]=[C:16]([C:21]2[CH:22]=[C:23]([C:43](=[O:45])[CH3:44])[CH:24]=[N:25][C:26]=2[NH:27][C:28]2[CH:29]=[N:30][CH:31]=[C:32]([S:34]([C:37]3[CH:42]=[CH:41][CH:40]=[CH:39][CH:38]=3)(=[O:36])=[O:35])[CH:33]=2)[N:15]=1, predict the reaction product. The product is: [NH2:13][C:14]1[N:19]=[C:18]([CH3:20])[N:17]=[C:16]([C:21]2[CH:22]=[C:23]([C:43]([OH:45])([CH3:8])[CH3:44])[CH:24]=[N:25][C:26]=2[NH:27][C:28]2[CH:29]=[N:30][CH:31]=[C:32]([S:34]([C:37]3[CH:42]=[CH:41][CH:40]=[CH:39][CH:38]=3)(=[O:36])=[O:35])[CH:33]=2)[N:15]=1. (3) Given the reactants [C:1]([O:5][C:6]([N:8]1[CH2:13][CH2:12][CH2:11][CH2:10][C@H:9]1[CH:14]([O:24][C:25](=[O:36])[NH:26][C:27]1[CH:28]=[C:29]2[C:33](=[CH:34][CH:35]=1)[NH:32][N:31]=[CH:30]2)[C:15]1[CH:16]=[C:17]([CH:21]=[CH:22][CH:23]=1)[C:18](O)=[O:19])=[O:7])([CH3:4])([CH3:3])[CH3:2].[CH:37]1([NH2:43])[CH2:42][CH2:41][CH2:40][CH2:39][CH2:38]1, predict the reaction product. The product is: [CH:37]1([NH:43][C:18]([C:17]2[CH:16]=[C:15]([C@H:14]([O:24][C:25](=[O:36])[NH:26][C:27]3[CH:28]=[C:29]4[C:33](=[CH:34][CH:35]=3)[NH:32][N:31]=[CH:30]4)[C@@H:9]3[CH2:10][CH2:11][CH2:12][CH2:13][N:8]3[C:6]([O:5][C:1]([CH3:4])([CH3:3])[CH3:2])=[O:7])[CH:23]=[CH:22][CH:21]=2)=[O:19])[CH2:42][CH2:41][CH2:40][CH2:39][CH2:38]1. (4) Given the reactants C([O:4][C:5]1[C:10]([O:11][CH2:12][CH:13]=[CH2:14])=[CH:9][CH:8]=[CH:7][C:6]=1[C:15](=[O:17])[CH3:16])C=C.[Cl-].[NH4+], predict the reaction product. The product is: [CH2:12]([O:11][C:10]1[C:5]([OH:4])=[C:6]([C:15](=[O:17])[CH3:16])[CH:7]=[CH:8][CH:9]=1)[CH:13]=[CH2:14].